This data is from Full USPTO retrosynthesis dataset with 1.9M reactions from patents (1976-2016). The task is: Predict the reactants needed to synthesize the given product. (1) Given the product [CH2:1]1[C:10]2[C:5](=[CH:6][CH:7]=[C:8]([C:11]([O:13][CH3:14])=[O:12])[CH:9]=2)[CH2:4][CH2:3][NH:2]1, predict the reactants needed to synthesize it. The reactants are: [CH2:1]1[C:10]2[C:5](=[CH:6][CH:7]=[C:8]([C:11]([O:13][CH3:14])=[O:12])[CH:9]=2)[CH2:4][CH2:3][N:2]1C(OC(C)(C)C)=O.FC(F)(F)C(O)=O. (2) Given the product [Cl:6][C:7]1[CH:12]=[CH:11][CH:10]=[CH:9][C:8]=1[N:13]1[C:17]2=[N:18][CH:19]=[N:20][C:21]([O:22][C@H:23]3[CH2:27][CH2:26][N:25]([S:30]([CH3:29])(=[O:32])=[O:31])[C:24]3=[O:28])=[C:16]2[CH:15]=[N:14]1, predict the reactants needed to synthesize it. The reactants are: C([Li])CCC.[Cl:6][C:7]1[CH:12]=[CH:11][CH:10]=[CH:9][C:8]=1[N:13]1[C:17]2=[N:18][CH:19]=[N:20][C:21]([O:22][C@H:23]3[CH2:27][CH2:26][NH:25][C:24]3=[O:28])=[C:16]2[CH:15]=[N:14]1.[CH3:29][S:30](Cl)(=[O:32])=[O:31]. (3) Given the product [F:20][C:21]([F:41])([F:40])[S:22]([O:19][C:16]1[CH2:15][CH2:14][C:13]2([O:12][CH2:11][CH2:10][O:9]2)[CH2:18][CH:17]=1)(=[O:24])=[O:23], predict the reactants needed to synthesize it. The reactants are: C([N-]C(C)C)(C)C.[Li+].[O:9]1[C:13]2([CH2:18][CH2:17][C:16](=[O:19])[CH2:15][CH2:14]2)[O:12][CH2:11][CH2:10]1.[F:20][C:21]([F:41])([F:40])[S:22](N(C1C=CC(Cl)=CN=1)[S:22]([C:21]([F:41])([F:40])[F:20])(=[O:24])=[O:23])(=[O:24])=[O:23]. (4) Given the product [CH3:25][N:10]([C:7]1[CH:8]=[CH:9][C:4]([N+:1]([O-:3])=[O:2])=[CH:5][CH:6]=1)[C@@H:11]1[CH2:15][CH2:14][N:13]([C:16]([O:18][C:19]([CH3:22])([CH3:21])[CH3:20])=[O:17])[CH2:12]1, predict the reactants needed to synthesize it. The reactants are: [N+:1]([C:4]1[CH:9]=[CH:8][C:7]([NH:10][C@@H:11]2[CH2:15][CH2:14][N:13]([C:16]([O:18][C:19]([CH3:22])([CH3:21])[CH3:20])=[O:17])[CH2:12]2)=[CH:6][CH:5]=1)([O-:3])=[O:2].[H-].[Na+].[CH3:25]I. (5) Given the product [F:11][C:8]1[CH:9]=[CH:10][C:5]([CH:3]([OH:4])[CH:2]([NH:1][C:31](=[O:32])[CH2:30][CH2:29][C:23]2[CH:28]=[CH:27][CH:26]=[CH:25][CH:24]=2)[CH2:12][C:13]2[CH:18]=[CH:17][C:16]([C:19]([F:22])([F:20])[F:21])=[CH:15][CH:14]=2)=[CH:6][CH:7]=1, predict the reactants needed to synthesize it. The reactants are: [NH2:1][CH:2]([CH2:12][C:13]1[CH:18]=[CH:17][C:16]([C:19]([F:22])([F:21])[F:20])=[CH:15][CH:14]=1)[CH:3]([C:5]1[CH:10]=[CH:9][C:8]([F:11])=[CH:7][CH:6]=1)[OH:4].[C:23]1([CH2:29][CH2:30][C:31](Cl)=[O:32])[CH:28]=[CH:27][CH:26]=[CH:25][CH:24]=1.C(=O)([O-])O.[Na+].